Task: Predict the reaction yield, written as a fraction of the theoretical maximum amount of product (1.0 means a 100% yield; for example, 0.34 means a 34% yield).. Dataset: Reaction yield outcomes from USPTO patents with 853,638 reactions The reactants are [CH3:1][C:2]1[CH:12]=[C:5]2[NH:6][C:7]([CH3:11])=[CH:8][C:9](=O)[N:4]2[N:3]=1.CN(C)C1C=CC=CC=1.P(Cl)(Cl)([Cl:24])=O.[OH-].[Na+]. The catalyst is C1(C)C=CC=CC=1.C(OCC)(=O)C. The product is [Cl:24][C:9]1[N:4]2[N:3]=[C:2]([CH3:1])[CH:12]=[C:5]2[N:6]=[C:7]([CH3:11])[CH:8]=1. The yield is 0.590.